This data is from TCR-epitope binding with 47,182 pairs between 192 epitopes and 23,139 TCRs. The task is: Binary Classification. Given a T-cell receptor sequence (or CDR3 region) and an epitope sequence, predict whether binding occurs between them. (1) The epitope is TAFTIPSI. The TCR CDR3 sequence is CASSYLQTGSPWLIGYYEQYF. Result: 0 (the TCR does not bind to the epitope). (2) Result: 1 (the TCR binds to the epitope). The TCR CDR3 sequence is CASSLALWESYEQYF. The epitope is FLNRFTTTL. (3) The epitope is NEGVKAAW. The TCR CDR3 sequence is CASRQRVLASDEQFF. Result: 1 (the TCR binds to the epitope). (4) The epitope is LEPLVDLPI. The TCR CDR3 sequence is CASSQDEVAGMYNEQFF. Result: 0 (the TCR does not bind to the epitope). (5) The epitope is YLDAYNMMI. The TCR CDR3 sequence is CASSLRGQPQHF. Result: 1 (the TCR binds to the epitope). (6) The epitope is ATVVIGTSK. The TCR CDR3 sequence is CASSISGNTDTQYF. Result: 0 (the TCR does not bind to the epitope). (7) The epitope is LPPAYTNSF. The TCR CDR3 sequence is CASSAGQRNTIYF. Result: 0 (the TCR does not bind to the epitope). (8) The epitope is KPLEFGATSAAL. The TCR CDR3 sequence is CASSDLAGGPRETQYF. Result: 1 (the TCR binds to the epitope). (9) The epitope is FPRPWLHGL. The TCR CDR3 sequence is CASSPSGPGLTGNTIYF. Result: 0 (the TCR does not bind to the epitope).